The task is: Predict the product of the given reaction.. This data is from Forward reaction prediction with 1.9M reactions from USPTO patents (1976-2016). (1) The product is: [C@H:15]12[CH2:21][C@H:18]([NH:19][CH2:20]1)[CH2:17][N:16]2[CH2:14][C@@H:12]([C:3]1[CH:4]=[CH:5][C:6]2[C:7](=[O:11])[O:8][CH2:9][C:10]=2[C:2]=1[CH3:1])[OH:13]. Given the reactants [CH3:1][C:2]1[C:10]2[CH2:9][O:8][C:7](=[O:11])[C:6]=2[CH:5]=[CH:4][C:3]=1[C@@H:12]1[CH2:14][O:13]1.[C@H:15]12[CH2:21][C@H:18]([NH:19][CH2:20]1)[CH2:17][N:16]2C(OC(C)(C)C)=O, predict the reaction product. (2) Given the reactants Cl[C:2]1[N:10]=[C:9]([CH3:11])[N:8]=[C:7]2[C:3]=1[N:4]=[C:5]([C:15]1[CH:20]=[CH:19][CH:18]=[CH:17][C:16]=1[Cl:21])[N:6]2[CH2:12][CH2:13][OH:14].[CH2:22]1[NH:27][CH2:26][CH2:25][N:24]2[C:28](=[O:31])[CH2:29][CH2:30][CH:23]12.C(N(CC)CC)C, predict the reaction product. The product is: [Cl:21][C:16]1[CH:17]=[CH:18][CH:19]=[CH:20][C:15]=1[C:5]1[N:6]([CH2:12][CH2:13][OH:14])[C:7]2[C:3]([N:4]=1)=[C:2]([N:27]1[CH2:26][CH2:25][N:24]3[C:28](=[O:31])[CH2:29][CH2:30][CH:23]3[CH2:22]1)[N:10]=[C:9]([CH3:11])[N:8]=2. (3) Given the reactants [Cl:1][C:2]1[CH:6]=[CH:5][S:4][C:3]=1[C:7]1[N:8]=[C:9]([NH2:12])[S:10][CH:11]=1.[Cl:13][C:14]1[C:19]([Cl:20])=[C:18]([Cl:21])[CH:17]=[CH:16][C:15]=1[S:22](Cl)(=[O:24])=[O:23], predict the reaction product. The product is: [Cl:13][C:14]1[C:19]([Cl:20])=[C:18]([Cl:21])[CH:17]=[CH:16][C:15]=1[S:22]([NH:12][C:9]1[S:10][CH:11]=[C:7]([C:3]2[S:4][CH:5]=[CH:6][C:2]=2[Cl:1])[N:8]=1)(=[O:24])=[O:23]. (4) Given the reactants C([O:8][N:9]1[C:14]2[N:15]=[CH:16][N:17]=[C:18]([CH3:19])[C:13]=2[C:12]([NH:20][CH2:21][C:22]2[CH:27]=[CH:26][C:25]([O:28][CH3:29])=[CH:24][CH:23]=2)=[CH:11][C:10]1=[O:30])C1C=CC=CC=1.[H][H], predict the reaction product. The product is: [OH:8][N:9]1[C:14]2[N:15]=[CH:16][N:17]=[C:18]([CH3:19])[C:13]=2[C:12]([NH:20][CH2:21][C:22]2[CH:27]=[CH:26][C:25]([O:28][CH3:29])=[CH:24][CH:23]=2)=[CH:11][C:10]1=[O:30]. (5) Given the reactants ClC1N=C(N2CC[C@H](O)C2)C2N=NN(CC3C=CC(OC)=CC=3)C=2N=1.[Cl:26][C:27]1[N:28]=[C:29](Cl)[C:30]2[N:35]=[N:34][N:33]([CH2:36][C:37]3[CH:42]=[CH:41][C:40]([O:43][CH3:44])=[CH:39][CH:38]=3)[C:31]=2[N:32]=1.Cl.[F:47][C:48]1([F:53])[CH2:52][CH2:51][NH:50][CH2:49]1, predict the reaction product. The product is: [Cl:26][C:27]1[N:28]=[C:29]([N:50]2[CH2:51][CH2:52][C:48]([F:53])([F:47])[CH2:49]2)[C:30]2[N:35]=[N:34][N:33]([CH2:36][C:37]3[CH:42]=[CH:41][C:40]([O:43][CH3:44])=[CH:39][CH:38]=3)[C:31]=2[N:32]=1.